This data is from Forward reaction prediction with 1.9M reactions from USPTO patents (1976-2016). The task is: Predict the product of the given reaction. (1) Given the reactants [C:1]1([O:7][P:8]([O:17][C@@H:18]2[C@@H:23]([CH2:24][O:25][C:26]([O:28][C:29]([CH3:35])([CH3:34])[C:30]([Cl:33])([Cl:32])[Cl:31])=[O:27])[O:22][C@@H:21](Br)[C@H:20]([NH:37][C:38]([O:40][CH2:41][C:42]([Cl:45])([Cl:44])[Cl:43])=[O:39])[C@H:19]2[O:46][C:47](=[O:77])[CH2:48][C@H:49]([O:61][C:62](=[O:76])[CH2:63][CH2:64][CH2:65][CH2:66][CH2:67][CH2:68][CH2:69][CH2:70][CH2:71][CH2:72][CH2:73][CH2:74][CH3:75])[CH2:50][CH2:51][CH2:52][CH2:53][CH2:54][CH2:55][CH2:56][CH2:57][CH2:58][CH2:59][CH3:60])([O:10][C:11]2[CH:16]=[CH:15][CH:14]=[CH:13][CH:12]=2)=[O:9])[CH:6]=[CH:5][CH:4]=[CH:3][CH:2]=1.[C:78]([O:93][C@H:94]([CH2:105][CH2:106][CH2:107][CH2:108][CH2:109][CH2:110][CH2:111][CH2:112][CH2:113][CH2:114][CH3:115])[CH2:95][C:96]([N:98]1[CH2:102][CH2:101][CH2:100][C@H:99]1[CH2:103][OH:104])=[O:97])(=[O:92])[CH2:79][CH2:80][CH2:81][CH2:82][CH2:83][CH2:84][CH2:85][CH2:86][CH2:87][CH2:88][CH2:89][CH2:90][CH3:91].[Hg](C#N)C#N, predict the reaction product. The product is: [C:11]1([O:10][P:8]([O:17][C@@H:18]2[C@@H:23]([CH2:24][O:25][C:26]([O:28][C:29]([CH3:34])([CH3:35])[C:30]([Cl:32])([Cl:33])[Cl:31])=[O:27])[O:22][C@@H:21]([O:104][CH2:103][C@@H:99]3[CH2:100][CH2:101][CH2:102][N:98]3[C:96](=[O:97])[CH2:95][C@H:94]([O:93][C:78](=[O:92])[CH2:79][CH2:80][CH2:81][CH2:82][CH2:83][CH2:84][CH2:85][CH2:86][CH2:87][CH2:88][CH2:89][CH2:90][CH3:91])[CH2:105][CH2:106][CH2:107][CH2:108][CH2:109][CH2:110][CH2:111][CH2:112][CH2:113][CH2:114][CH3:115])[C@H:20]([NH:37][C:38]([O:40][CH2:41][C:42]([Cl:44])([Cl:45])[Cl:43])=[O:39])[C@H:19]2[O:46][C:47](=[O:77])[CH2:48][C@H:49]([O:61][C:62](=[O:76])[CH2:63][CH2:64][CH2:65][CH2:66][CH2:67][CH2:68][CH2:69][CH2:70][CH2:71][CH2:72][CH2:73][CH2:74][CH3:75])[CH2:50][CH2:51][CH2:52][CH2:53][CH2:54][CH2:55][CH2:56][CH2:57][CH2:58][CH2:59][CH3:60])([O:7][C:1]2[CH:2]=[CH:3][CH:4]=[CH:5][CH:6]=2)=[O:9])[CH:12]=[CH:13][CH:14]=[CH:15][CH:16]=1. (2) Given the reactants [N:1]1[CH:6]=[CH:5][C:4]([NH:7][C:8]2[CH:16]=[CH:15][C:11]([C:12]([OH:14])=O)=[CH:10][CH:9]=2)=[CH:3][CH:2]=1.CN(C=O)C.[N+:22]([C:25]1[CH:31]=[CH:30][C:28]([NH2:29])=[CH:27][CH:26]=1)([O-:24])=[O:23].N, predict the reaction product. The product is: [N+:22]([C:25]1[CH:31]=[CH:30][C:28]([NH:29][C:12](=[O:14])[C:11]2[CH:10]=[CH:9][C:8]([NH:7][C:4]3[CH:3]=[CH:2][N:1]=[CH:6][CH:5]=3)=[CH:16][CH:15]=2)=[CH:27][CH:26]=1)([O-:24])=[O:23]. (3) Given the reactants Cl.[O:2]=[C:3]1[NH:12][C:11]2[N:10]=[CH:9][C:8](/[CH:13]=[CH:14]/[C:15]([OH:17])=O)=[CH:7][C:6]=2[CH2:5][CH2:4]1.[CH3:18][NH:19][CH2:20][C:21]1[O:22][C:23]2[CH:29]=[CH:28][CH:27]=[CH:26][C:24]=2[CH:25]=1.CC1NC2C(C=1CNC)=CC=CC=2, predict the reaction product. The product is: [O:22]1[C:23]2[CH:29]=[CH:28][CH:27]=[CH:26][C:24]=2[CH:25]=[C:21]1[CH2:20][N:19]([CH3:18])[C:15](=[O:17])/[CH:14]=[CH:13]/[C:8]1[CH:9]=[N:10][C:11]2[NH:12][C:3](=[O:2])[CH2:4][CH2:5][C:6]=2[CH:7]=1. (4) The product is: [O:1]=[C:2]1[C:10]2[C:5](=[CH:6][CH:7]=[CH:8][CH:9]=2)[C:4](=[O:11])[N:3]1[CH2:12][C@H:13]([NH:26][C:27]([C@H:47]1[CH2:48][C@@H:46]1[C:42]1[S:41][CH:45]=[CH:44][CH:43]=1)=[O:28])[C:14]1[CH:19]=[CH:18][C:17]([O:20][CH2:21][C@@H:22]([CH3:25])[CH2:23][CH3:24])=[CH:16][CH:15]=1. Given the reactants [O:1]=[C:2]1[C:10]2[C:5](=[CH:6][CH:7]=[CH:8][CH:9]=2)[C:4](=[O:11])[N:3]1[CH2:12][C@H:13]([NH:26][C:27](=O)[O:28]C(C)(C)C)[C:14]1[CH:19]=[CH:18][C:17]([O:20][CH2:21][C@@H:22]([CH3:25])[CH2:23][CH3:24])=[CH:16][CH:15]=1.FC(F)(F)C(O)=O.[S:41]1[CH:45]=[CH:44][CH:43]=[C:42]1[CH:46]1[CH2:48][CH:47]1C(Cl)=O.C(N(CC)CC)C, predict the reaction product. (5) Given the reactants [Cl:1][C:2]1[N:7]=[C:6](Cl)[CH:5]=[CH:4][N:3]=1.[OH:9][C:10]1[C:36]([F:37])=[CH:35][C:34]([F:38])=[CH:33][C:11]=1[CH2:12][NH:13][C:14]([NH:16][C:17]1[N:21]([C:22]2[CH:27]=[CH:26][C:25]([CH3:28])=[CH:24][CH:23]=2)[N:20]=[C:19]([C:29]([CH3:32])([CH3:31])[CH3:30])[CH:18]=1)=[O:15].[OH-].[Na+].C(O)(=O)CC(CC(O)=O)(C(O)=O)O, predict the reaction product. The product is: [Cl:1][C:2]1[N:7]=[C:6]([O:9][C:10]2[C:36]([F:37])=[CH:35][C:34]([F:38])=[CH:33][C:11]=2[CH2:12][NH:13][C:14]([NH:16][C:17]2[N:21]([C:22]3[CH:27]=[CH:26][C:25]([CH3:28])=[CH:24][CH:23]=3)[N:20]=[C:19]([C:29]([CH3:32])([CH3:31])[CH3:30])[CH:18]=2)=[O:15])[CH:5]=[CH:4][N:3]=1. (6) Given the reactants [S:1]1[C:5]2[CH:6]=[CH:7][CH:8]=[CH:9][C:4]=2[N:3]=[C:2]1[C:10]1[CH:23]=[C:22]([O:24][CH3:25])[C:13]([O:14][CH2:15][CH2:16][CH2:17][CH2:18][CH2:19][CH2:20][OH:21])=[C:12]([O:26][CH3:27])[CH:11]=1.[C:28](O)(=[O:32])[C:29]([CH3:31])=[CH2:30].C1(C)C=CC(S(O)(=O)=O)=CC=1.C1(C=CC(O)=CC=1)O, predict the reaction product. The product is: [S:1]1[C:5]2[CH:6]=[CH:7][CH:8]=[CH:9][C:4]=2[N:3]=[C:2]1[C:10]1[CH:11]=[C:12]([O:26][CH3:27])[C:13]([O:14][CH2:15][CH2:16][CH2:17][CH2:18][CH2:19][CH2:20][O:21][C:28](=[O:32])[C:29]([CH3:31])=[CH2:30])=[C:22]([O:24][CH3:25])[CH:23]=1.